Dataset: Catalyst prediction with 721,799 reactions and 888 catalyst types from USPTO. Task: Predict which catalyst facilitates the given reaction. Reactant: [C:1]([C:5]1[CH:10]=[CH:9][C:8]([NH:11][C:12]2[C:21]3[C:16](=[CH:17][C:18]([C:22]4[C:27]([C:28]([F:31])([F:30])[F:29])=[CH:26][CH:25]=[CH:24][N:23]=4)=[CH:19][CH:20]=3)[N:15]=[C:14]([CH2:32][O:33][P:34](=[O:51])([O:43]CC3C=CC=CC=3)[O:35]CC3C=CC=CC=3)[N:13]=2)=[CH:7][CH:6]=1)([CH3:4])([CH3:3])[CH3:2].[H][H]. The catalyst class is: 19. Product: [C:1]([C:5]1[CH:6]=[CH:7][C:8]([NH:11][C:12]2[C:21]3[C:16](=[CH:17][C:18]([C:22]4[C:27]([C:28]([F:31])([F:30])[F:29])=[CH:26][CH:25]=[CH:24][N:23]=4)=[CH:19][CH:20]=3)[N:15]=[C:14]([CH2:32][O:33][P:34](=[O:35])([OH:43])[OH:51])[N:13]=2)=[CH:9][CH:10]=1)([CH3:4])([CH3:2])[CH3:3].